From a dataset of Reaction yield outcomes from USPTO patents with 853,638 reactions. Predict the reaction yield, written as a fraction of the theoretical maximum amount of product (1.0 means a 100% yield; for example, 0.34 means a 34% yield). (1) The reactants are [N:1]1([CH2:6][CH2:7][OH:8])[CH:5]=[CH:4][CH:3]=[N:2]1.[N+:9]([C:12]1[CH:19]=[CH:18][CH:17]=[C:16]([N+]([O-])=O)[C:13]=1[C:14]#[N:15])([O-:11])=[O:10]. No catalyst specified. The product is [N:1]1([CH2:6][CH2:7][O:8][C:16]2[CH:17]=[CH:18][CH:19]=[C:12]([N+:9]([O-:11])=[O:10])[C:13]=2[C:14]#[N:15])[CH:5]=[CH:4][CH:3]=[N:2]1. The yield is 0.892. (2) The yield is 0.760. The catalyst is C1(C)C=CC(S(O)(=O)=O)=CC=1.C1(C)C=CC=CC=1. The reactants are [NH2:1][C:2]1[CH:3]=[CH:4][C:5]([Br:8])=[N:6][CH:7]=1.[CH3:9][C:10](=O)[CH2:11][CH2:12][C:13](=O)[CH3:14]. The product is [Br:8][C:5]1[CH:4]=[CH:3][C:2]([N:1]2[C:13]([CH3:14])=[CH:12][CH:11]=[C:10]2[CH3:9])=[CH:7][N:6]=1. (3) The reactants are [N+:1]([C:4]1[CH:9]=[CH:8][C:7]([C:10](=[O:13])[CH2:11][CH3:12])=[CH:6][CH:5]=1)([O-:3])=[O:2].[Br:14]Br. The catalyst is C(Cl)(Cl)(Cl)Cl. The product is [Br:14][CH:11]([CH3:12])[C:10]([C:7]1[CH:6]=[CH:5][C:4]([N+:1]([O-:3])=[O:2])=[CH:9][CH:8]=1)=[O:13]. The yield is 0.970. (4) The reactants are [NH2:1][CH:2]([CH2:13][C:14]1[CH:19]=[CH:18][CH:17]=[C:16]([OH:20])[CH:15]=1)[C:3]([O:5][CH2:6][C:7]1[CH:12]=[CH:11][CH:10]=[CH:9][CH:8]=1)=[O:4].C(N(C(C)C)CC)(C)C.[CH3:30][C:31]([O:34][C:35](O[C:35]([O:34][C:31]([CH3:33])([CH3:32])[CH3:30])=[O:36])=[O:36])([CH3:33])[CH3:32]. The catalyst is C(Cl)Cl. The product is [C:31]([O:34][C:35]([NH:1][CH:2]([CH2:13][C:14]1[CH:19]=[CH:18][CH:17]=[C:16]([OH:20])[CH:15]=1)[C:3]([O:5][CH2:6][C:7]1[CH:12]=[CH:11][CH:10]=[CH:9][CH:8]=1)=[O:4])=[O:36])([CH3:33])([CH3:32])[CH3:30]. The yield is 0.990. (5) The yield is 0.590. The product is [NH2:25][CH:21]([CH2:20][C:15]1[CH:14]=[CH:13][CH:18]=[C:17]([OH:19])[CH:16]=1)[C:22]([O:8][CH2:1][C:2]1[CH:7]=[CH:6][CH:5]=[CH:4][CH:3]=1)=[O:23]. The catalyst is CCOC(C)=O. The reactants are [CH2:1]([OH:8])[C:2]1[CH:7]=[CH:6][CH:5]=[CH:4][CH:3]=1.O=S(Cl)Cl.[CH:13]1[CH:18]=[C:17]([OH:19])[CH:16]=[C:15]([CH2:20][C@H:21]([NH2:25])[C:22](O)=[O:23])[CH:14]=1. (6) The reactants are C([O:3][C:4](=[O:30])[CH2:5][CH2:6][C:7]1[N:8]=[C:9]([NH:12][C:13]([NH:15][C:16]2[CH:21]=[CH:20][C:19]([CH3:22])=[CH:18][C:17]=2[C:23]([CH:25]2[CH2:29][CH2:28][CH2:27][CH2:26]2)=[O:24])=[O:14])[S:10][CH:11]=1)C. The catalyst is [Li+].[OH-]. The product is [CH:25]1([C:23]([C:17]2[CH:18]=[C:19]([CH3:22])[CH:20]=[CH:21][C:16]=2[NH:15][C:13](=[O:14])[NH:12][C:9]2[S:10][CH:11]=[C:7]([CH2:6][CH2:5][C:4]([OH:30])=[O:3])[N:8]=2)=[O:24])[CH2:29][CH2:28][CH2:27][CH2:26]1. The yield is 0.880. (7) The reactants are [Cl:1][C:2]1[CH:22]=[C:21]([C:23]([F:26])([F:25])[F:24])[CH:20]=[CH:19][C:3]=1[CH2:4][N:5]1[C:9](/[CH:10]=[CH:11]/[C:12]([OH:14])=O)=[CH:8][C:7]([O:15][CH:16]([CH3:18])[CH3:17])=[N:6]1.[CH3:27][CH:28]([CH3:35])[CH2:29][CH2:30][S:31]([NH2:34])(=[O:33])=[O:32].N12CCCN=C1CCCCC2. The catalyst is CN(C)C=O. The product is [Cl:1][C:2]1[CH:22]=[C:21]([C:23]([F:26])([F:25])[F:24])[CH:20]=[CH:19][C:3]=1[CH2:4][N:5]1[C:9](/[CH:10]=[CH:11]/[C:12]([NH:34][S:31]([CH2:30][CH2:29][CH:28]([CH3:35])[CH3:27])(=[O:33])=[O:32])=[O:14])=[CH:8][C:7]([O:15][CH:16]([CH3:17])[CH3:18])=[N:6]1. The yield is 0.440. (8) The reactants are [CH2:1]([N:3]([CH2:16][CH3:17])[CH2:4][CH2:5][CH2:6][O:7][C:8]1[CH:13]=[CH:12][C:11]([NH2:14])=[CH:10][C:9]=1[F:15])[CH3:2].[F:18][C:19]1[CH:27]=[C:26]2[C:22]([C:23](=[CH:29]O)[C:24](=[O:28])[NH:25]2)=[CH:21][CH:20]=1. No catalyst specified. The product is [CH2:16]([N:3]([CH2:1][CH3:2])[CH2:4][CH2:5][CH2:6][O:7][C:8]1[CH:13]=[CH:12][C:11]([NH:14][CH:29]=[C:23]2[C:22]3[C:26](=[CH:27][C:19]([F:18])=[CH:20][CH:21]=3)[NH:25][C:24]2=[O:28])=[CH:10][C:9]=1[F:15])[CH3:17]. The yield is 0.320. (9) The reactants are [C:1]([O:5][C:6](=[O:30])[NH:7][CH2:8][CH2:9][CH2:10][CH2:11][N:12]([CH2:21][C:22]1[C:27]([CH3:28])=[CH:26][C:25]([CH3:29])=[CH:24][N:23]=1)[CH2:13][C:14]1[C:19]([OH:20])=[CH:18][CH:17]=[CH:16][N:15]=1)([CH3:4])([CH3:3])[CH3:2].[CH3:31][N:32]([CH3:37])[S:33](Cl)(=[O:35])=[O:34].CCN(CC)CC. The catalyst is C(Cl)Cl.CN(C1C=CN=CC=1)C. The product is [C:1]([O:5][C:6](=[O:30])[NH:7][CH2:8][CH2:9][CH2:10][CH2:11][N:12]([CH2:21][C:22]1[C:27]([CH3:28])=[CH:26][C:25]([CH3:29])=[CH:24][N:23]=1)[CH2:13][C:14]1[C:19]([O:20][S:33](=[O:35])(=[O:34])[N:32]([CH3:37])[CH3:31])=[CH:18][CH:17]=[CH:16][N:15]=1)([CH3:3])([CH3:2])[CH3:4]. The yield is 0.230. (10) The reactants are Br[C:2]1[CH:7]=[C:6]([F:8])[CH:5]=[C:4]([F:9])[CH:3]=1.CC(C1C=C(C(C)C)C(C2C=CC=CC=2P(C2CCCCC2)C2CCCCC2)=C(C(C)C)C=1)C.C(=O)([O-])[O-].[K+].[K+].[NH:50]1[CH2:55][CH2:54][O:53][CH2:52][CH2:51]1. The catalyst is O.CCOCC.C1C=CC(/C=C/C(/C=C/C2C=CC=CC=2)=O)=CC=1.C1C=CC(/C=C/C(/C=C/C2C=CC=CC=2)=O)=CC=1.C1C=CC(/C=C/C(/C=C/C2C=CC=CC=2)=O)=CC=1.[Pd].[Pd]. The product is [F:9][C:4]1[CH:3]=[C:2]([N:50]2[CH2:55][CH2:54][O:53][CH2:52][CH2:51]2)[CH:7]=[C:6]([F:8])[CH:5]=1. The yield is 0.300.